Dataset: Forward reaction prediction with 1.9M reactions from USPTO patents (1976-2016). Task: Predict the product of the given reaction. (1) Given the reactants [CH2:1]([O:3][CH2:4][C:5]1[N:6]([CH2:18][CH2:19][CH2:20][CH2:21][CH2:22][C:23]([OH:25])=O)[C:7]2[C:16]3[N:15]=[CH:14][CH:13]=[CH:12][C:11]=3[N:10]=[CH:9][C:8]=2[N:17]=1)[CH3:2].C(Cl)(=O)C([Cl:29])=O, predict the reaction product. The product is: [CH2:1]([O:3][CH2:4][C:5]1[N:6]([CH2:18][CH2:19][CH2:20][CH2:21][CH2:22][C:23]([Cl:29])=[O:25])[C:7]2[C:16]3[N:15]=[CH:14][CH:13]=[CH:12][C:11]=3[N:10]=[CH:9][C:8]=2[N:17]=1)[CH3:2]. (2) Given the reactants [CH2:1]1[C:9]2[C:4](=[CH:5][CH:6]=[CH:7][CH:8]=2)[CH:3]=[CH:2]1.C[Si](C)(C)[N-][Si](C)(C)C.[Li+].[C:20]([O:24][C:25]([N:27]([CH2:31][CH2:32]Cl)[CH2:28][CH2:29]Cl)=[O:26])([CH3:23])([CH3:22])[CH3:21], predict the reaction product. The product is: [N:27]1([C:25]([O:24][C:20]([CH3:22])([CH3:21])[CH3:23])=[O:26])[CH2:28][CH2:29][C:1]2([C:9]3[C:4](=[CH:5][CH:6]=[CH:7][CH:8]=3)[CH:3]=[CH:2]2)[CH2:32][CH2:31]1. (3) Given the reactants C(OC(=O)COC1C=CC(Cl)=CC=1C#CC1C=C(S(CCC)(=O)=O)C=CC=1F)(C)(C)C.[C:32]([O:36][C:37](=[O:49])[CH2:38][O:39][C:40]1[CH:45]=[CH:44][C:43]([Cl:46])=[CH:42][C:41]=1[C:47]#[CH:48])([CH3:35])([CH3:34])[CH3:33].Br[C:51]1[CH:63]=[CH:62][C:54]([C:55]([N:57]([CH2:60][CH3:61])[CH2:58][CH3:59])=[O:56])=[C:53]([S:64]([CH:67]([CH3:69])[CH3:68])(=[O:66])=[O:65])[CH:52]=1, predict the reaction product. The product is: [C:32]([O:36][C:37](=[O:49])[CH2:38][O:39][C:40]1[CH:45]=[CH:44][C:43]([Cl:46])=[CH:42][C:41]=1[C:47]#[C:48][C:51]1[CH:63]=[CH:62][C:54]([C:55]([N:57]([CH2:60][CH3:61])[CH2:58][CH3:59])=[O:56])=[C:53]([S:64]([CH:67]([CH3:69])[CH3:68])(=[O:65])=[O:66])[CH:52]=1)([CH3:35])([CH3:34])[CH3:33]. (4) Given the reactants [CH2:1]([N:3]1[C:12]2[C:7](=[CH:8][C:9]([C:13]([O:15]C)=[O:14])=[CH:10][CH:11]=2)[C:6](=[O:17])[N:5]([CH2:18][CH3:19])[C:4]1=[O:20])[CH3:2].[OH-].[Li+].C1COCC1.Cl, predict the reaction product. The product is: [CH2:1]([N:3]1[C:12]2[C:7](=[CH:8][C:9]([C:13]([OH:15])=[O:14])=[CH:10][CH:11]=2)[C:6](=[O:17])[N:5]([CH2:18][CH3:19])[C:4]1=[O:20])[CH3:2]. (5) Given the reactants O1CCCC1.[Cl:6][C:7]1[C:8]([CH:19]([C:33]2[CH:38]=[C:37]([F:39])[CH:36]=[CH:35][C:34]=2[F:40])[S:20]([C:23]2[CH:28]=[CH:27][C:26]([C:29]([F:32])([F:31])[F:30])=[CH:25][CH:24]=2)(=[O:22])=[O:21])=[CH:9][C:10]([CH2:13][CH2:14][C:15]([O:17]C)=[O:16])=[N:11][CH:12]=1.[OH-].[Na+].Cl, predict the reaction product. The product is: [Cl:6][C:7]1[C:8]([CH:19]([C:33]2[CH:38]=[C:37]([F:39])[CH:36]=[CH:35][C:34]=2[F:40])[S:20]([C:23]2[CH:28]=[CH:27][C:26]([C:29]([F:31])([F:30])[F:32])=[CH:25][CH:24]=2)(=[O:22])=[O:21])=[CH:9][C:10]([CH2:13][CH2:14][C:15]([OH:17])=[O:16])=[N:11][CH:12]=1. (6) Given the reactants [Cl:1][C:2]1[CH:9]=[CH:8][C:5](C=O)=[C:4]([O:10][C:11]2[CH:16]=[CH:15][CH:14]=[CH:13][C:12]=2[F:17])[CH:3]=1.C1C=C(Cl)C=C(C(OO)=[O:26])C=1.C(=O)([O-])[O-].[K+].[K+], predict the reaction product. The product is: [Cl:1][C:2]1[CH:9]=[CH:8][C:5]([OH:26])=[C:4]([O:10][C:11]2[CH:16]=[CH:15][CH:14]=[CH:13][C:12]=2[F:17])[CH:3]=1.